This data is from Forward reaction prediction with 1.9M reactions from USPTO patents (1976-2016). The task is: Predict the product of the given reaction. (1) Given the reactants BrC[C:3]1[CH:12]=[C:11]2[C:6]([C:7]([Cl:14])=[CH:8][C:9]([Cl:13])=[N:10]2)=[CH:5][CH:4]=1.[Br:15][C:16]1C=C(Br)C2C(=CC=C(CBr)C=2)N=1.BrC1C=C(Br)C2C(=CC(CBr)=CC=2)N=1.ClC1C=C(Cl)C2C(=CC(I)=CC=2)N=1.ClC1C2C(=CC(I)=CC=2)N=C(NN)C=1, predict the reaction product. The product is: [Br:15][CH2:16][C:4]1[CH:5]=[C:6]2[C:11](=[CH:12][CH:3]=1)[N:10]=[C:9]([Cl:13])[CH:8]=[C:7]2[Cl:14]. (2) Given the reactants [NH2:1][C:2]1[CH:3]=[C:4]([CH:9]=[CH:10][C:11]=1[CH3:12])[C:5]([O:7][CH3:8])=[O:6].CCN(C(C)C)C(C)C.[Cl:22][C:23]1[CH:31]=[CH:30][C:26]([C:27](Cl)=[O:28])=[CH:25][N:24]=1, predict the reaction product. The product is: [Cl:22][C:23]1[CH:31]=[CH:30][C:26]([C:27]([NH:1][C:2]2[CH:3]=[C:4]([CH:9]=[CH:10][C:11]=2[CH3:12])[C:5]([O:7][CH3:8])=[O:6])=[O:28])=[CH:25][N:24]=1. (3) Given the reactants [N:1]1[C:5]2[CH:6]=[CH:7][C:8]([C:10]([OH:12])=[O:11])=[CH:9][C:4]=2[NH:3][CH:2]=1.[ClH:13], predict the reaction product. The product is: [ClH:13].[NH:1]1[C:5]2[CH2:6][CH2:7][CH:8]([C:10]([OH:12])=[O:11])[CH2:9][C:4]=2[N:3]=[CH:2]1. (4) Given the reactants B1([O-])OO1.O.O.O.O.[Na+].[K+].[Br-:11].[CH:12]1([N:15]2[C:22](=[O:23])[CH2:21][CH2:20][NH:19][C:18]3[CH:24]=[CH:25][CH:26]=[CH:27][C:17]=3[CH2:16]2)[CH2:14][CH2:13]1, predict the reaction product. The product is: [Br:11][C:26]1[CH:25]=[CH:24][C:18]2[NH:19][CH2:20][CH2:21][C:22](=[O:23])[N:15]([CH:12]3[CH2:14][CH2:13]3)[CH2:16][C:17]=2[CH:27]=1. (5) Given the reactants C([O:3][C:4]([C:6]1[S:23][C:9]2[N:10]=[C:11]([NH2:22])[N:12]=[C:13]([C:14]3[CH:19]=[CH:18][C:17]([Cl:20])=[C:16]([Cl:21])[CH:15]=3)[C:8]=2[CH:7]=1)=O)C.[C-]#[N:25].[K+].N, predict the reaction product. The product is: [Cl:21][C:16]1[CH:15]=[C:14]([C:13]2[C:8]3[CH:7]=[C:6]([C:4]([NH2:25])=[O:3])[S:23][C:9]=3[N:10]=[C:11]([NH2:22])[N:12]=2)[CH:19]=[CH:18][C:17]=1[Cl:20]. (6) Given the reactants [Br:1][C:2]1[CH:7]=[C:6]([C:8]#[N:9])[CH:5]=[CH:4][C:3]=1[OH:10].[O:11]1[CH:16]=[CH:15][CH2:14][CH2:13][CH2:12]1, predict the reaction product. The product is: [Br:1][C:2]1[CH:7]=[C:6]([CH:5]=[CH:4][C:3]=1[O:10][CH:12]1[CH2:13][CH2:14][CH2:15][CH2:16][O:11]1)[C:8]#[N:9]. (7) Given the reactants C(OC(=O)[NH:7][C:8]1[CH:9]=[N:10][CH:11]=[C:12]([C:14]#[C:15][C:16]2[CH:21]=[CH:20][CH:19]=[CH:18][CH:17]=2)[CH:13]=1)(C)(C)C.[ClH:23], predict the reaction product. The product is: [ClH:23].[ClH:23].[C:16]1([C:15]#[C:14][C:12]2[CH:13]=[C:8]([NH2:7])[CH:9]=[N:10][CH:11]=2)[CH:17]=[CH:18][CH:19]=[CH:20][CH:21]=1. (8) Given the reactants FC(F)(F)C1C=C(NC(=O)NC2C=CC(C3SC(CCC(O)=O)=NC=3)=CC=2)C=CC=1.[Cl:31][C:32]1[CH:37]=[CH:36][CH:35]=[CH:34][C:33]=1[NH:38][C:39](=[O:58])[NH:40][C:41]1[CH:46]=[CH:45][C:44]([C:47]2[S:51][C:50]([CH2:52][CH2:53][C:54]([O:56]C)=[O:55])=[N:49][CH:48]=2)=[CH:43][CH:42]=1, predict the reaction product. The product is: [Cl:31][C:32]1[CH:37]=[CH:36][CH:35]=[CH:34][C:33]=1[NH:38][C:39](=[O:58])[NH:40][C:41]1[CH:42]=[CH:43][C:44]([C:47]2[S:51][C:50]([CH2:52][CH2:53][C:54]([OH:56])=[O:55])=[N:49][CH:48]=2)=[CH:45][CH:46]=1. (9) Given the reactants [CH2:1]([O:8][C:9]1[CH:10]=[CH:11][C:12]([C:18]([O:20]CC)=O)=[C:13]([CH:17]=1)[C:14]([OH:16])=O)[C:2]1[CH:7]=[CH:6][CH:5]=[CH:4][CH:3]=1.[CH2:23]([NH:28][CH2:29][C:30]([O:32][CH2:33][CH3:34])=[O:31])[C:24]([CH3:27])([CH3:26])[CH3:25].Cl.C(N=C=NCCCN(C)C)C.ON1C2C=CC=CC=2N=N1.C(=O)([O-])[O-].[K+].[K+].C(Br)C1C=CC=CC=1.C(O)C.[O-]CC.[Na+].Cl, predict the reaction product. The product is: [CH2:1]([O:8][C:9]1[CH:17]=[C:13]2[C:12]([C:18]([OH:20])=[C:29]([C:30]([O:32][CH2:33][CH3:34])=[O:31])[N:28]([CH2:23][C:24]([CH3:25])([CH3:26])[CH3:27])[C:14]2=[O:16])=[CH:11][CH:10]=1)[C:2]1[CH:3]=[CH:4][CH:5]=[CH:6][CH:7]=1.